From a dataset of Forward reaction prediction with 1.9M reactions from USPTO patents (1976-2016). Predict the product of the given reaction. (1) Given the reactants [F:1][C:2]1[CH:7]=[CH:6][CH:5]=[CH:4][C:3]=1[C:8]1[CH:20]=[CH:19][C:11]([C:12]([O:14]C(C)(C)C)=[O:13])=[CH:10][N:9]=1.C(O)(C(F)(F)F)=O.C1(C)C=CC=CC=1, predict the reaction product. The product is: [F:1][C:2]1[CH:7]=[CH:6][CH:5]=[CH:4][C:3]=1[C:8]1[CH:20]=[CH:19][C:11]([C:12]([OH:14])=[O:13])=[CH:10][N:9]=1. (2) Given the reactants [Cl:1][C:2]1[CH:26]=[CH:25][C:5]([CH2:6][N:7]2[C:16]3[C:11](=[CH:12][C:13]([O:19][CH3:20])=[C:14]([O:17][CH3:18])[CH:15]=3)[C:10](=[O:21])[C:9]([C:22](O)=[O:23])=[CH:8]2)=[CH:4][CH:3]=1.O[NH:28][C:29](=[NH:37])[CH2:30][C:31]1[CH:36]=[CH:35][CH:34]=[CH:33][CH:32]=1, predict the reaction product. The product is: [CH2:30]([C:29]1[N:37]=[C:22]([C:9]2[C:10](=[O:21])[C:11]3[C:16](=[CH:15][C:14]([O:17][CH3:18])=[C:13]([O:19][CH3:20])[CH:12]=3)[N:7]([CH2:6][C:5]3[CH:4]=[CH:3][C:2]([Cl:1])=[CH:26][CH:25]=3)[CH:8]=2)[O:23][N:28]=1)[C:31]1[CH:36]=[CH:35][CH:34]=[CH:33][CH:32]=1. (3) Given the reactants [OH:1]OS([O-])=O.[K+].[C:7]([O:10][C:11]1[CH:16]=[CH:15][CH:14]=[CH:13][C:12]=1[C:17](=[O:26])[NH:18][C:19]1[S:20][CH:21]=[C:22]([S:24][CH3:25])[N:23]=1)(=[O:9])[CH3:8], predict the reaction product. The product is: [C:7]([O:10][C:11]1[CH:16]=[CH:15][CH:14]=[CH:13][C:12]=1[C:17](=[O:26])[NH:18][C:19]1[S:20][CH:21]=[C:22]([S:24]([CH3:25])=[O:1])[N:23]=1)(=[O:9])[CH3:8]. (4) Given the reactants [I:1][C:2]1[C:3]([OH:11])=[N:4][CH:5]=[C:6]([CH:10]=1)[C:7]([OH:9])=[O:8].S(=O)(=O)(O)O.[CH2:17](O)[CH3:18], predict the reaction product. The product is: [OH:11][C:3]1[C:2]([I:1])=[CH:10][C:6]([C:7]([O:9][CH2:17][CH3:18])=[O:8])=[CH:5][N:4]=1. (5) Given the reactants [CH3:1][C:2]([C:4]1[C:9]([OH:10])=[C:8]([O:11][CH3:12])[C:7]2[O:13][CH:14]=[CH:15][C:6]=2[C:5]=1[O:16][CH3:17])=[O:3].C([O-])([O-])=O.[K+].[K+].[Br:24][CH2:25][CH2:26][CH2:27]Br, predict the reaction product. The product is: [C:2]([C:4]1[C:9]([O:10][CH2:27][CH2:26][CH2:25][Br:24])=[C:8]([O:11][CH3:12])[C:7]2[O:13][CH:14]=[CH:15][C:6]=2[C:5]=1[O:16][CH3:17])(=[O:3])[CH3:1]. (6) The product is: [Cl:12][C:6]1[CH:5]=[C:4]([C:13]2[CH:18]=[CH:17][CH:16]=[CH:15][CH:14]=2)[CH:11]=[CH:10][C:7]=1[CH2:8][OH:9]. Given the reactants [Cl-].[Li+].Br[C:4]1[CH:11]=[CH:10][C:7]([CH2:8][OH:9])=[C:6]([Cl:12])[CH:5]=1.[C:13]1([Sn](CCCC)(CCCC)CCCC)[CH:18]=[CH:17][CH:16]=[CH:15][CH:14]=1.O, predict the reaction product. (7) The product is: [Cl:9][C:5]1[CH:6]=[C:7]([CH3:8])[C:2]2[N:3]([CH:11]=[C:12]([CH3:13])[N:1]=2)[N:4]=1. Given the reactants [NH2:1][C:2]1[N:3]=[N:4][C:5]([Cl:9])=[CH:6][C:7]=1[CH3:8].Br[CH2:11][C:12](=O)[CH3:13], predict the reaction product. (8) The product is: [Br:1][C:2]1[CH:10]=[CH:9][C:5]([C:6]([N:12]([CH3:13])[CH3:11])=[O:7])=[CH:4][N:3]=1. Given the reactants [Br:1][C:2]1[CH:10]=[CH:9][C:5]([C:6](O)=[O:7])=[CH:4][N:3]=1.[CH3:11][NH:12][CH3:13], predict the reaction product. (9) Given the reactants C([Li])CCC.Br[C:7]1[C:16]([CH3:17])=[C:15]([O:18][CH3:19])[C:14]2[C:9](=[CH:10][CH:11]=[CH:12][CH:13]=2)[C:8]=1[O:20][CH3:21].Cl[C:23]([O:25][CH2:26][CH3:27])=[O:24], predict the reaction product. The product is: [CH3:19][O:18][C:15]1[C:14]2[C:9](=[CH:10][CH:11]=[CH:12][CH:13]=2)[C:8]([O:20][CH3:21])=[C:7]([C:23]([O:25][CH2:26][CH3:27])=[O:24])[C:16]=1[CH3:17].